Dataset: Reaction yield outcomes from USPTO patents with 853,638 reactions. Task: Predict the reaction yield, written as a fraction of the theoretical maximum amount of product (1.0 means a 100% yield; for example, 0.34 means a 34% yield). (1) The reactants are [C:1]([C:3]1[CH:17]=[CH:16][C:6]([CH2:7]P(=O)(OCC)OCC)=[CH:5][CH:4]=1)#[N:2].[CH2:18]([CH:20]([CH2:43][CH2:44][CH2:45][CH3:46])[CH2:21][O:22][C:23]1[CH:30]=[C:29]([N+:31]([O-:33])=[O:32])[C:28]([O:34][CH2:35][CH:36]([CH2:41][CH3:42])[CH2:37][CH2:38][CH2:39][CH3:40])=[CH:27][C:24]=1[CH:25]=O)[CH3:19].CC(C)([O-])C.[K+]. The catalyst is C1COCC1. The product is [CH2:18]([CH:20]([CH2:43][CH2:44][CH2:45][CH3:46])[CH2:21][O:22][C:23]1[CH:30]=[C:29]([N+:31]([O-:33])=[O:32])[C:28]([O:34][CH2:35][CH:36]([CH2:41][CH3:42])[CH2:37][CH2:38][CH2:39][CH3:40])=[CH:27][C:24]=1/[CH:25]=[CH:7]/[C:6]1[CH:5]=[CH:4][C:3]([C:1]#[N:2])=[CH:17][CH:16]=1)[CH3:19]. The yield is 0.660. (2) The product is [F:3][C:4]1[C:5]([CH2:16][N:17]([CH3:25])[C:18](=[O:24])[O:19][C:20]([CH3:21])([CH3:22])[CH3:23])=[CH:6][N:7]([S:53]([C:49]2[CH:50]=[CH:51][CH:52]=[C:47]([C:45]3[O:46][C:42]([CH3:41])=[N:43][N:44]=3)[CH:48]=2)(=[O:55])=[O:54])[C:8]=1[C:9]1[C:10]([F:15])=[N:11][CH:12]=[CH:13][CH:14]=1. The yield is 0.520. The reactants are [H-].[Na+].[F:3][C:4]1[C:5]([CH2:16][N:17]([CH3:25])[C:18](=[O:24])[O:19][C:20]([CH3:23])([CH3:22])[CH3:21])=[CH:6][NH:7][C:8]=1[C:9]1[C:10]([F:15])=[N:11][CH:12]=[CH:13][CH:14]=1.C1OCCOCCOCCOCCOC1.[CH3:41][C:42]1[O:46][C:45]([C:47]2[CH:48]=[C:49]([S:53](Cl)(=[O:55])=[O:54])[CH:50]=[CH:51][CH:52]=2)=[N:44][N:43]=1. The catalyst is O1CCCC1.O. (3) The reactants are C1(C)C=CC=CC=1.C[Zn]C.[C:11]([O:14][C:15](=[O:17])[CH3:16])(=O)[CH3:12].[C:18]1(=O)[CH2:32][CH2:31]C[CH2:29][CH2:28][CH2:27][CH2:26][CH2:25][CH2:24][CH2:23][CH2:22][CH2:21][CH:20]=[CH:19]1. The catalyst is C(S([O-])(=O)=O)(F)(F)F.C(S([O-])(=O)=O)(F)(F)F.[Cu+2].C1(C)C=CC=CC=1. The product is [C:15]([O:14][C:11]1[CH2:31][CH2:32][CH2:18][CH2:19][CH2:20][CH2:21][CH2:22][CH2:23][CH2:24][CH2:25][CH2:26][CH2:27][C@@H:28]([CH3:29])[CH:12]=1)(=[O:17])[CH3:16]. The yield is 0.940. (4) The reactants are [OH:1][C:2]1[CH:11]=[C:10]2[C:5]([CH2:6][CH2:7][C:8](=[O:12])[NH:9]2)=[CH:4][CH:3]=1.C(=O)([O-])[O-].[K+].[K+].Br[CH2:20][C:21]1[CH:33]=[CH:32][C:24]([C:25]([O:27][C:28]([CH3:31])([CH3:30])[CH3:29])=[O:26])=[CH:23][CH:22]=1.O. The catalyst is CN(C)C=O.C(OCC)C. The product is [O:12]=[C:8]1[CH2:7][CH2:6][C:5]2[C:10](=[CH:11][C:2]([O:1][CH2:20][C:21]3[CH:33]=[CH:32][C:24]([C:25]([O:27][C:28]([CH3:29])([CH3:31])[CH3:30])=[O:26])=[CH:23][CH:22]=3)=[CH:3][CH:4]=2)[NH:9]1. The yield is 0.550. (5) The reactants are [CH3:1][N:2]([CH3:33])[C:3]1([C:26]2[CH:31]=[CH:30][C:29]([F:32])=[CH:28][CH:27]=2)[CH2:8][CH2:7][CH:6]([CH2:9][C:10]([N:12]2[CH2:16][CH2:15][CH:14]([C:17]3[C:25]4[C:20](=[CH:21][CH:22]=[CH:23][CH:24]=4)[NH:19][CH:18]=3)[CH2:13]2)=[O:11])[CH2:5][CH2:4]1.C[Si](C)(C)[Cl:36]. The catalyst is CC(CC)=O. The product is [ClH:36].[CH3:33][N:2]([CH3:1])[C:3]1([C:26]2[CH:27]=[CH:28][C:29]([F:32])=[CH:30][CH:31]=2)[CH2:8][CH2:7][CH:6]([CH2:9][C:10]([N:12]2[CH2:16][CH2:15][CH:14]([C:17]3[C:25]4[C:20](=[CH:21][CH:22]=[CH:23][CH:24]=4)[NH:19][CH:18]=3)[CH2:13]2)=[O:11])[CH2:5][CH2:4]1. The yield is 0.930.